The task is: Predict the product of the given reaction.. This data is from Forward reaction prediction with 1.9M reactions from USPTO patents (1976-2016). (1) Given the reactants [OH-].[Na+:2].[Cl:3][C:4]1[CH:5]=[CH:6][C:7]([NH:14][C:15]([C:17]2[CH:22]=[CH:21][CH:20]=[C:19]([C:23]3[CH:24]=[N:25][C:26]4[C:31]([CH:32]=3)=[CH:30][CH:29]=[CH:28][CH:27]=4)[CH:18]=2)=[O:16])=[C:8]([CH:13]=1)[C:9]([O:11]C)=[O:10], predict the reaction product. The product is: [Cl:3][C:4]1[CH:5]=[CH:6][C:7]([NH:14][C:15]([C:17]2[CH:22]=[CH:21][CH:20]=[C:19]([C:23]3[CH:24]=[N:25][C:26]4[C:31]([CH:32]=3)=[CH:30][CH:29]=[CH:28][CH:27]=4)[CH:18]=2)=[O:16])=[C:8]([CH:13]=1)[C:9]([O-:11])=[O:10].[Na+:2]. (2) Given the reactants Cl[C:2]1[CH:7]=[C:6]([C:8]2[CH:13]=[C:12]([Cl:14])[CH:11]=[CH:10][C:9]=2[CH3:15])[N:5]=[C:4]([CH3:16])[N:3]=1.[Br:17][C:18]1[CH:24]=[CH:23][C:21]([NH2:22])=[CH:20][CH:19]=1, predict the reaction product. The product is: [Cl:14][C:12]1[CH:11]=[CH:10][C:9]([CH3:15])=[C:8]([C:6]2[N:5]=[C:4]([CH3:16])[N:3]=[C:2]([NH:22][C:21]3[CH:23]=[CH:24][C:18]([Br:17])=[CH:19][CH:20]=3)[CH:7]=2)[CH:13]=1.